From a dataset of Reaction yield outcomes from USPTO patents with 853,638 reactions. Predict the reaction yield, written as a fraction of the theoretical maximum amount of product (1.0 means a 100% yield; for example, 0.34 means a 34% yield). (1) The reactants are C(O[BH-](OC(=O)C)OC(=O)C)(=O)C.[Na+].[C:15]([N:34]1[CH:38]=[C:37]([CH:39]=O)[N:36]=[CH:35]1)([C:28]1[CH:33]=[CH:32][CH:31]=[CH:30][CH:29]=1)([C:22]1[CH:27]=[CH:26][CH:25]=[CH:24][CH:23]=1)[C:16]1[CH:21]=[CH:20][CH:19]=[CH:18][CH:17]=1.[CH2:41]([N:48]1[CH2:53][CH2:52][CH:51]([NH2:54])[CH2:50][CH2:49]1)[C:42]1[CH:47]=[CH:46][CH:45]=[CH:44][CH:43]=1.[OH-].[Na+]. The catalyst is ClCCl.C(O)(=O)C. The product is [CH2:41]([N:48]1[CH2:53][CH2:52][CH:51]([NH:54][CH2:39][C:37]2[N:36]=[CH:35][N:34]([C:15]([C:28]3[CH:33]=[CH:32][CH:31]=[CH:30][CH:29]=3)([C:22]3[CH:27]=[CH:26][CH:25]=[CH:24][CH:23]=3)[C:16]3[CH:21]=[CH:20][CH:19]=[CH:18][CH:17]=3)[CH:38]=2)[CH2:50][CH2:49]1)[C:42]1[CH:43]=[CH:44][CH:45]=[CH:46][CH:47]=1. The yield is 0.920. (2) The reactants are [F:1][C:2]1[CH:7]=[CH:6][C:5]([CH:8]2[C:13]3=[N:14][NH:15][C:16](=[O:21])[C:17]4[CH:18]=[CH:19][CH:20]=[C:11]([C:12]=43)[NH:10][CH:9]2[C:22]2[CH:42]=[CH:41][C:25]([CH2:26][N:27]3[CH2:32][CH2:31][N:30](C(OC(C)(C)C)=O)[CH:29]([CH3:40])[CH2:28]3)=[CH:24][CH:23]=2)=[CH:4][CH:3]=1. The catalyst is Cl.C(#N)C. The product is [F:1][C:2]1[CH:3]=[CH:4][C:5]([CH:8]2[C:13]3=[N:14][NH:15][C:16](=[O:21])[C:17]4[CH:18]=[CH:19][CH:20]=[C:11]([C:12]=43)[NH:10][CH:9]2[C:22]2[CH:42]=[CH:41][C:25]([CH2:26][N:27]3[CH2:32][CH2:31][NH:30][CH:29]([CH3:40])[CH2:28]3)=[CH:24][CH:23]=2)=[CH:6][CH:7]=1. The yield is 0.520. (3) The reactants are [Br:1][C:2]1[CH:3]=[CH:4][C:5]2[NH:6][C:7]3[C:12]([C:13]=2[CH:14]=1)=[CH:11][CH:10]=[CH:9][CH:8]=3.C(=O)([O-])[O-].[K+].[K+].[CH2:21](Cl)[C:22]1[CH:27]=[CH:26][CH:25]=[CH:24][CH:23]=1.O. The catalyst is O1CCCC1. The product is [CH2:21]([N:6]1[C:5]2[CH:4]=[CH:3][C:2]([Br:1])=[CH:14][C:13]=2[C:12]2[C:7]1=[CH:8][CH:9]=[CH:10][CH:11]=2)[C:22]1[CH:27]=[CH:26][CH:25]=[CH:24][CH:23]=1. The yield is 0.890.